From a dataset of Catalyst prediction with 721,799 reactions and 888 catalyst types from USPTO. Predict which catalyst facilitates the given reaction. (1) Reactant: F[C:2]1[CH:7]=[CH:6][C:5]([N+:8]([O-])=O)=[CH:4][CH:3]=1.C([O-])([O-])=O.[K+].[K+].[CH3:17][CH:18]1[O:23][CH2:22][CH2:21][NH:20][CH2:19]1.O. Product: [CH3:17][CH:18]1[CH2:19][N:20]([C:2]2[CH:7]=[CH:6][C:5]([NH2:8])=[CH:4][CH:3]=2)[CH2:21][CH2:22][O:23]1. The catalyst class is: 16. (2) Reactant: O[CH2:2][C:3]1[CH:8]=[CH:7][C:6]([S:9]([CH3:37])(=[O:36])=[N:10][C:11](=[O:35])[C:12]2[CH:17]=[C:16]([C:18]#[C:19][C:20]3[CH:25]=[CH:24][CH:23]=[C:22]([NH:26][C:27]([C:29]4[O:30][CH:31]=[CH:32][C:33]=4[CH3:34])=[O:28])[CH:21]=3)[CH:15]=[N:14][CH:13]=2)=[CH:5][CH:4]=1.C(Br)(Br)(Br)[Br:39].C1C=CC(P(C2C=CC=CC=2)C2C=CC=CC=2)=CC=1. The catalyst class is: 2. Product: [Br:39][CH2:2][C:3]1[CH:8]=[CH:7][C:6]([S:9]([CH3:37])(=[O:36])=[N:10][C:11](=[O:35])[C:12]2[CH:17]=[C:16]([C:18]#[C:19][C:20]3[CH:25]=[CH:24][CH:23]=[C:22]([NH:26][C:27]([C:29]4[O:30][CH:31]=[CH:32][C:33]=4[CH3:34])=[O:28])[CH:21]=3)[CH:15]=[N:14][CH:13]=2)=[CH:5][CH:4]=1. (3) Reactant: C([O:4][C@H:5]1[C@@H:31]([O:32]C(=O)C)[C@H:30]([O:36]C(=O)C)[C@@H:29]([CH2:40][O:41]C(=O)C)[O:28][C@@H:6]1[O:7][C:8]1[CH:13]=[CH:12][C:11]([N:14]2[C:22]3[C:17](=[CH:18][C:19]([N+:23]([O-:25])=[O:24])=[CH:20][CH:21]=3)[CH:16]=[CH:15]2)=[CH:10][C:9]=1[O:26][CH3:27])(=O)C.CO[Na].CO. Product: [O:7]([C:8]1[CH:13]=[CH:12][C:11]([N:14]2[C:22]3[C:17](=[CH:18][C:19]([N+:23]([O-:25])=[O:24])=[CH:20][CH:21]=3)[CH:16]=[CH:15]2)=[CH:10][C:9]=1[O:26][CH3:27])[C@H:6]1[O:28][C@H:29]([CH2:40][OH:41])[C@@H:30]([OH:36])[C@H:31]([OH:32])[C@@H:5]1[OH:4]. The catalyst class is: 5. (4) Reactant: F[C:2]1[CH:20]=[CH:19][C:5]([C:6]([N:8]([CH2:14][C:15]([F:18])([F:17])[F:16])[CH2:9][C:10]([F:13])([F:12])[F:11])=[O:7])=[CH:4][C:3]=1[N+:21]([O-:23])=[O:22].O1[CH:28]=[CH:27][C:26]([CH2:29][NH2:30])=[CH:25]1. Product: [CH:26]1([CH2:29][NH:30][C:2]2[CH:20]=[CH:19][C:5]([C:6]([N:8]([CH2:9][C:10]([F:13])([F:12])[F:11])[CH2:14][C:15]([F:16])([F:18])[F:17])=[O:7])=[CH:4][C:3]=2[N+:21]([O-:23])=[O:22])[CH2:27][CH2:28][CH2:25]1. The catalyst class is: 14. (5) Reactant: [N:1]([C@@H:4]([CH2:25][CH2:26][CH2:27][CH2:28][CH2:29][C:30](=[O:32])[CH3:31])[C:5]([NH:7][CH2:8][CH2:9][C:10]1[C:18]2[C:13](=[CH:14][CH:15]=[CH:16][CH:17]=2)[NH:12][C:11]=1[C:19]1[CH:24]=[CH:23][CH:22]=[CH:21][CH:20]=1)=[O:6])=[N+]=[N-].[ClH:33]. Product: [Cl-:33].[O:6]=[C:5]([NH:7][CH2:8][CH2:9][C:10]1[C:18]2[C:13](=[CH:14][CH:15]=[CH:16][CH:17]=2)[NH:12][C:11]=1[C:19]1[CH:20]=[CH:21][CH:22]=[CH:23][CH:24]=1)[C@@H:4]([NH3+:1])[CH2:25][CH2:26][CH2:27][CH2:28][CH2:29][C:30](=[O:32])[CH3:31]. The catalyst class is: 19.